Dataset: Reaction yield outcomes from USPTO patents with 853,638 reactions. Task: Predict the reaction yield, written as a fraction of the theoretical maximum amount of product (1.0 means a 100% yield; for example, 0.34 means a 34% yield). (1) The reactants are [Cl:1][C:2]1[N:7]=[C:6]([Cl:8])[C:5]([NH2:9])=[CH:4][N:3]=1.[N+:10]([C:13]1[CH:18]=[CH:17][CH:16]=[CH:15][C:14]=1[S:19](Cl)(=[O:21])=[O:20])([O-:12])=[O:11]. The catalyst is ClCCl. The product is [Cl:1][C:2]1[N:7]=[C:6]([Cl:8])[C:5]([NH:9][S:19]([C:14]2[CH:15]=[CH:16][CH:17]=[CH:18][C:13]=2[N+:10]([O-:12])=[O:11])(=[O:20])=[O:21])=[CH:4][N:3]=1. The yield is 0.520. (2) The reactants are [O:1]=[C:2]1[N:7]([CH2:8][C:9]([OH:11])=O)[N:6]=[N:5][C:4]2[CH:12]=[CH:13][CH:14]=[CH:15][C:3]1=2.C1C=CC2N(O)N=NC=2C=1.C(Cl)CCl.[C:30]1([C@@H:36]([NH2:38])[CH3:37])[CH:35]=[CH:34][CH:33]=[CH:32][CH:31]=1.CCN(C(C)C)C(C)C. The catalyst is CN(C=O)C. The product is [O:1]=[C:2]1[N:7]([CH2:8][C:9]([NH:38][C@H:36]([C:30]2[CH:35]=[CH:34][CH:33]=[CH:32][CH:31]=2)[CH3:37])=[O:11])[N:6]=[N:5][C:4]2[CH:12]=[CH:13][CH:14]=[CH:15][C:3]1=2. The yield is 0.170. (3) The reactants are C([O:3][C:4](=O)[C:5]1[CH:10]=[CH:9][C:8]([Cl:11])=[C:7]([O:12][CH2:13][CH3:14])[CH:6]=1)C.[H-].C([Al+]CC(C)C)C(C)C. The catalyst is C1COCC1. The product is [Cl:11][C:8]1[CH:9]=[CH:10][C:5]([CH2:4][OH:3])=[CH:6][C:7]=1[O:12][CH2:13][CH3:14]. The yield is 1.00. (4) The reactants are [CH3:1][NH:2][CH2:3][C:4]1[S:8][C:7]2[CH:9]=[CH:10][CH:11]=[CH:12][C:6]=2[C:5]=1[CH3:13].CNCC1C=CC2C(=CC=CC=2)C=1CCC.Cl.[NH2:31][C:32]1[N:37]=[CH:36][C:35](/[CH:38]=[CH:39]/[C:40]([OH:42])=O)=[CH:34][CH:33]=1. No catalyst specified. The product is [NH2:31][C:32]1[N:37]=[CH:36][C:35](/[CH:38]=[CH:39]/[C:40]([N:2]([CH3:1])[CH2:3][C:4]2[S:8][C:7]3[CH:9]=[CH:10][CH:11]=[CH:12][C:6]=3[C:5]=2[CH3:13])=[O:42])=[CH:34][CH:33]=1. The yield is 0.730. (5) The reactants are [CH3:1][O:2][C:3](=[O:23])[C@H:4]([CH2:13][NH:14][C:15](=[O:22])[C:16]1[CH:21]=[CH:20][CH:19]=[CH:18][CH:17]=1)[NH:5]C(OC(C)(C)C)=O. The catalyst is ClCCl.FC(F)(F)C(O)=O. The product is [CH3:1][O:2][C:3](=[O:23])[C@H:4]([CH2:13][NH:14][C:15](=[O:22])[C:16]1[CH:21]=[CH:20][CH:19]=[CH:18][CH:17]=1)[NH2:5]. The yield is 0.560. (6) The reactants are [OH:1][CH2:2][C@H:3]([NH:8][CH2:9][CH2:10][CH:11]1[CH2:16][CH2:15][N:14]([C:17]([O:19][C:20]([CH3:23])([CH3:22])[CH3:21])=[O:18])[CH2:13][CH2:12]1)[C:4]([O:6][CH3:7])=[O:5].[C:24](N1C=CN=C1)(N1C=CN=C1)=[O:25].O. The catalyst is O1CCCC1. The product is [C:20]([O:19][C:17]([N:14]1[CH2:15][CH2:16][CH:11]([CH2:10][CH2:9][N:8]2[C@H:3]([C:4]([O:6][CH3:7])=[O:5])[CH2:2][O:1][C:24]2=[O:25])[CH2:12][CH2:13]1)=[O:18])([CH3:23])([CH3:22])[CH3:21]. The yield is 0.880. (7) The yield is 1.00. The product is [CH2:26]([S:33][CH:34]([CH:37]([O:38][CH3:39])[O:40][CH3:41])[CH2:35][NH:36][C:23]([C:5]1[N:4]([CH2:3][O:2][CH3:1])[C:12]2[C:7]([CH:6]=1)=[CH:8][CH:9]=[CH:10][C:11]=2[NH:13][S:14]([C:17]1[CH:22]=[CH:21][CH:20]=[CH:19][N:18]=1)(=[O:16])=[O:15])=[O:24])[C:27]1[CH:32]=[CH:31][CH:30]=[CH:29][CH:28]=1. The reactants are [CH3:1][O:2][CH2:3][N:4]1[C:12]2[C:7](=[CH:8][CH:9]=[CH:10][C:11]=2[NH:13][S:14]([C:17]2[CH:22]=[CH:21][CH:20]=[CH:19][N:18]=2)(=[O:16])=[O:15])[CH:6]=[C:5]1[C:23](O)=[O:24].[CH2:26]([S:33][CH:34]([CH:37]([O:40][CH3:41])[O:38][CH3:39])[CH2:35][NH2:36])[C:27]1[CH:32]=[CH:31][CH:30]=[CH:29][CH:28]=1.C(N(C(C)C)C(C)C)C.F[P-](F)(F)(F)(F)F.N1(OC(N(C)C)=[N+](C)C)C2N=CC=CC=2N=N1. The catalyst is CN(C)C=O.C(OCC)(=O)C.